From a dataset of Full USPTO retrosynthesis dataset with 1.9M reactions from patents (1976-2016). Predict the reactants needed to synthesize the given product. (1) The reactants are: [CH3:1][CH:2]([OH:4])[CH3:3].[H-].[Na+].[C:7]([C:9]1[CH:10]=[C:11]([C:16]2[O:20][N:19]=[C:18]([C:21]3[CH:29]=[CH:28][C:27]4[NH:26][C:25]5[CH:30]([CH2:33][C:34]([O:36]CC)=[O:35])[CH2:31][CH2:32][C:24]=5[C:23]=4[CH:22]=3)[N:17]=2)[CH:12]=[CH:13][C:14]=1F)#[N:8].C(O)(=O)CC(CC(O)=O)(C(O)=O)O. Given the product [C:7]([C:9]1[CH:10]=[C:11]([C:16]2[O:20][N:19]=[C:18]([C:21]3[CH:29]=[CH:28][C:27]4[NH:26][C:25]5[CH:30]([CH2:33][C:34]([OH:36])=[O:35])[CH2:31][CH2:32][C:24]=5[C:23]=4[CH:22]=3)[N:17]=2)[CH:12]=[CH:13][C:14]=1[O:4][CH:2]([CH3:3])[CH3:1])#[N:8], predict the reactants needed to synthesize it. (2) Given the product [CH3:1][O:2][C:3](=[O:15])[C:4]1[C:5](=[C:10]([NH:20][C:19]2[CH:21]=[C:22]([O:25][CH3:26])[CH:23]=[CH:24][C:18]=2[O:17][CH3:16])[CH:11]=[CH:12][CH:13]=1)[C:6]([O:8][CH3:9])=[O:7], predict the reactants needed to synthesize it. The reactants are: [CH3:1][O:2][C:3](=[O:15])[C:4]1[C:5](=[C:10](I)[CH:11]=[CH:12][CH:13]=1)[C:6]([O:8][CH3:9])=[O:7].[CH3:16][O:17][C:18]1[CH:24]=[CH:23][C:22]([O:25][CH3:26])=[CH:21][C:19]=1[NH2:20].C1C=CC(P(C2C(C3C(P(C4C=CC=CC=4)C4C=CC=CC=4)=CC=C4C=3C=CC=C4)=C3C(C=CC=C3)=CC=2)C2C=CC=CC=2)=CC=1.C(=O)([O-])[O-].[Cs+].[Cs+]. (3) The reactants are: [NH2:1][C:2]1[CH:10]=[CH:9][C:5]2[NH:6][N:7]=[N:8][C:4]=2[CH:3]=1.[CH3:11][N:12]([CH3:26])[C:13]1([C:20]2[CH:25]=[CH:24][CH:23]=[CH:22][CH:21]=2)[CH2:18][CH2:17][C:16](=O)[CH2:15][CH2:14]1.C(O)(=O)C.C(O[BH-](OC(=O)C)OC(=O)C)(=O)C.[Na+].[Cl:45]CCCl. Given the product [N:6]1[C:5]2[CH:9]=[CH:10][C:2]([NH:1][CH:16]3[CH2:15][CH2:14][C:13]([C:20]4[CH:21]=[CH:22][CH:23]=[CH:24][CH:25]=4)([N:12]([CH3:26])[CH3:11])[CH2:18][CH2:17]3)=[CH:3][C:4]=2[NH:8][N:7]=1.[ClH:45].[N:6]1[C:5]2[CH:9]=[CH:10][C:2]([NH:1][CH:16]3[CH2:15][CH2:14][C:13]([C:20]4[CH:21]=[CH:22][CH:23]=[CH:24][CH:25]=4)([N:12]([CH3:26])[CH3:11])[CH2:18][CH2:17]3)=[CH:3][C:4]=2[NH:8][N:7]=1, predict the reactants needed to synthesize it. (4) Given the product [CH3:3][O:4][C:5]1[C:15]2[C:14]([C:16]3[CH:17]=[C:18]([CH:21]=[CH:22][CH:23]=3)[C:19]#[N:20])=[N:13][CH2:12][C:11](=[O:24])[N:10]([CH3:1])[C:9]=2[CH:8]=[C:7]([O:25][CH3:26])[C:6]=1[C:27]1[CH:32]=[CH:31][CH:30]=[CH:29][CH:28]=1, predict the reactants needed to synthesize it. The reactants are: [CH3:1]I.[CH3:3][O:4][C:5]1[C:15]2[C:14]([C:16]3[CH:17]=[C:18]([CH:21]=[CH:22][CH:23]=3)[C:19]#[N:20])=[N:13][CH2:12][C:11](=[O:24])[NH:10][C:9]=2[CH:8]=[C:7]([O:25][CH3:26])[C:6]=1[C:27]1[CH:32]=[CH:31][CH:30]=[CH:29][CH:28]=1.[OH-].[Na+]. (5) Given the product [C:1]([O:5][C:6]([N:8]1[CH2:9][CH:10]([N:12]2[C:16]([Cl:46])=[CH:15][N:14]=[C:13]2[C:17]2[S:18][C:19]3[CH2:20][CH2:21][O:22][C:23]4[CH:30]=[C:29]([C:31]5[CH:32]=[N:33][N:34]([CH2:36][C:37]([OH:40])([CH3:39])[CH3:38])[CH:35]=5)[CH:28]=[CH:27][C:24]=4[C:25]=3[N:26]=2)[CH2:11]1)=[O:7])([CH3:4])([CH3:3])[CH3:2], predict the reactants needed to synthesize it. The reactants are: [C:1]([O:5][C:6]([N:8]1[CH2:11][CH:10]([N:12]2[CH:16]=[CH:15][N:14]=[C:13]2[C:17]2[S:18][C:19]3[CH2:20][CH2:21][O:22][C:23]4[CH:30]=[C:29]([C:31]5[CH:32]=[N:33][N:34]([CH2:36][C:37]([OH:40])([CH3:39])[CH3:38])[CH:35]=5)[CH:28]=[CH:27][C:24]=4[C:25]=3[N:26]=2)[CH2:9]1)=[O:7])([CH3:4])([CH3:3])[CH3:2].CN(C)C=O.[Cl:46]N1C(=O)CCC1=O.Cl. (6) Given the product [CH2:1]([O:5][C:6]([C:8]1[N:9]=[C:10]([Cl:23])[C:11]2[C:16]([C:17]=1[OH:18])=[CH:15][CH:14]=[C:13]([Br:19])[CH:12]=2)=[O:7])[CH2:2][CH2:3][CH3:4], predict the reactants needed to synthesize it. The reactants are: [CH2:1]([O:5][C:6]([C:8]1[N:9]=[C:10](O)[C:11]2[C:16]([C:17]=1[OH:18])=[CH:15][CH:14]=[C:13]([Br:19])[CH:12]=2)=[O:7])[CH2:2][CH2:3][CH3:4].P(Cl)(Cl)([Cl:23])=O. (7) Given the product [CH2:11]([NH:18][S:7]([C:1]1[CH:6]=[CH:5][CH:4]=[CH:3][CH:2]=1)(=[O:9])=[O:8])[C:12]1[CH:17]=[CH:16][CH:15]=[CH:14][CH:13]=1, predict the reactants needed to synthesize it. The reactants are: [C:1]1([S:7](Cl)(=[O:9])=[O:8])[CH:6]=[CH:5][CH:4]=[CH:3][CH:2]=1.[CH2:11]([NH2:18])[C:12]1[CH:17]=[CH:16][CH:15]=[CH:14][CH:13]=1.CCN(CC)CC. (8) The reactants are: [CH2:1]([O:3][C:4]([C:6]1[C:7]([OH:30])=[C:8]2[C:14]([C:15]#[N:16])=[C:13]([C:17]3[CH:22]=[CH:21][C:20]([F:23])=[CH:19][CH:18]=3)[N:12]([C:24]3[CH:29]=[CH:28][CH:27]=[CH:26][CH:25]=3)[C:9]2=[CH:10][N:11]=1)=[O:5])[CH3:2].C1C(=O)N([Br:38])C(=O)C1.C(OOC(C1C=CC=CC=1)=O)(C1C=CC=CC=1)=O. Given the product [CH2:1]([O:3][C:4]([C:6]1[C:7]([OH:30])=[C:8]2[C:14]([C:15]#[N:16])=[C:13]([C:17]3[CH:22]=[CH:21][C:20]([F:23])=[CH:19][CH:18]=3)[N:12]([C:24]3[CH:25]=[CH:26][CH:27]=[CH:28][CH:29]=3)[C:9]2=[C:10]([Br:38])[N:11]=1)=[O:5])[CH3:2], predict the reactants needed to synthesize it. (9) Given the product [Cl:1][C:2]1[CH:7]=[CH:6][C:5]([C:8]2[N:12]([CH2:13][CH3:14])[C:11]([C:15]([C:17]3[CH:22]=[CH:21][CH:20]=[C:19]([C:23]([F:26])([F:25])[F:24])[CH:18]=3)([C:27]3[CH:32]=[CH:31][CH:30]=[C:29]([C:33]([F:36])([F:35])[F:34])[CH:28]=3)[O:16][CH2:43][CH2:44][OH:45])=[N:10][C:9]=2[C:37]2[CH:38]=[CH:39][N:40]=[CH:41][CH:42]=2)=[CH:4][CH:3]=1, predict the reactants needed to synthesize it. The reactants are: [Cl:1][C:2]1[CH:7]=[CH:6][C:5]([C:8]2[N:12]([CH2:13][CH3:14])[C:11]([C:15]([C:27]3[CH:32]=[CH:31][CH:30]=[C:29]([C:33]([F:36])([F:35])[F:34])[CH:28]=3)([C:17]3[CH:22]=[CH:21][CH:20]=[C:19]([C:23]([F:26])([F:25])[F:24])[CH:18]=3)[OH:16])=[N:10][C:9]=2[C:37]2[CH:42]=[CH:41][N:40]=[CH:39][CH:38]=2)=[CH:4][CH:3]=1.[CH2:43](O)[CH2:44][OH:45].S(=O)(=O)(O)O.C(=O)([O-])[O-].[Na+].[Na+].